Task: Predict the reactants needed to synthesize the given product.. Dataset: Full USPTO retrosynthesis dataset with 1.9M reactions from patents (1976-2016) Given the product [CH3:14][S:15]([N:1]1[C:9]2[C:4](=[CH:5][CH:6]=[CH:7][CH:8]=2)[C:3]([CH:10]=[O:11])=[CH:2]1)(=[O:17])=[O:16], predict the reactants needed to synthesize it. The reactants are: [NH:1]1[C:9]2[C:4](=[CH:5][CH:6]=[CH:7][CH:8]=2)[C:3]([CH:10]=[O:11])=[CH:2]1.[H-].[Na+].[CH3:14][S:15](Cl)(=[O:17])=[O:16].